From a dataset of NCI-60 drug combinations with 297,098 pairs across 59 cell lines. Regression. Given two drug SMILES strings and cell line genomic features, predict the synergy score measuring deviation from expected non-interaction effect. (1) Drug 1: CN(CC1=CN=C2C(=N1)C(=NC(=N2)N)N)C3=CC=C(C=C3)C(=O)NC(CCC(=O)O)C(=O)O. Drug 2: CC1=CC=C(C=C1)C2=CC(=NN2C3=CC=C(C=C3)S(=O)(=O)N)C(F)(F)F. Cell line: SR. Synergy scores: CSS=30.8, Synergy_ZIP=2.25, Synergy_Bliss=-2.07, Synergy_Loewe=-20.8, Synergy_HSA=-2.12. (2) Drug 2: C1=CC(=CC=C1CC(C(=O)O)N)N(CCCl)CCCl.Cl. Drug 1: CC(CN1CC(=O)NC(=O)C1)N2CC(=O)NC(=O)C2. Synergy scores: CSS=13.7, Synergy_ZIP=0.688, Synergy_Bliss=7.57, Synergy_Loewe=4.32, Synergy_HSA=5.25. Cell line: SNB-75. (3) Drug 1: C1=CC(=CC=C1CCCC(=O)O)N(CCCl)CCCl. Drug 2: CC1=C(N=C(N=C1N)C(CC(=O)N)NCC(C(=O)N)N)C(=O)NC(C(C2=CN=CN2)OC3C(C(C(C(O3)CO)O)O)OC4C(C(C(C(O4)CO)O)OC(=O)N)O)C(=O)NC(C)C(C(C)C(=O)NC(C(C)O)C(=O)NCCC5=NC(=CS5)C6=NC(=CS6)C(=O)NCCC[S+](C)C)O. Cell line: A498. Synergy scores: CSS=10.5, Synergy_ZIP=-5.21, Synergy_Bliss=0.504, Synergy_Loewe=-3.71, Synergy_HSA=-1.39. (4) Drug 2: C1=CC(=CC=C1C#N)C(C2=CC=C(C=C2)C#N)N3C=NC=N3. Cell line: NCIH23. Synergy scores: CSS=-6.28, Synergy_ZIP=-0.632, Synergy_Bliss=-3.96, Synergy_Loewe=-5.05, Synergy_HSA=-4.65. Drug 1: CN(C)C1=NC(=NC(=N1)N(C)C)N(C)C. (5) Drug 1: C1=CC(=C2C(=C1NCCNCCO)C(=O)C3=C(C=CC(=C3C2=O)O)O)NCCNCCO. Drug 2: CC1=C(C(=CC=C1)Cl)NC(=O)C2=CN=C(S2)NC3=CC(=NC(=N3)C)N4CCN(CC4)CCO. Cell line: HOP-62. Synergy scores: CSS=66.2, Synergy_ZIP=2.91, Synergy_Bliss=2.40, Synergy_Loewe=4.16, Synergy_HSA=6.27.